This data is from Full USPTO retrosynthesis dataset with 1.9M reactions from patents (1976-2016). The task is: Predict the reactants needed to synthesize the given product. (1) Given the product [F:28][C:11]1[CH:10]=[C:9]([CH:14]=[CH:13][C:12]=1[NH:15][C:16]([NH:18][C:19](=[O:27])[CH2:20][C:21]1[CH:22]=[CH:23][CH:24]=[CH:25][CH:26]=1)=[S:17])[O:8][C:6]1[CH:5]=[CH:4][N:3]=[C:2]([NH:1][C:37]([N:46]2[CH2:51][CH2:50][O:49][CH2:48][CH2:47]2)=[O:38])[CH:7]=1, predict the reactants needed to synthesize it. The reactants are: [NH2:1][C:2]1[CH:7]=[C:6]([O:8][C:9]2[CH:14]=[CH:13][C:12]([NH:15][C:16]([NH:18][C:19](=[O:27])[CH2:20][C:21]3[CH:26]=[CH:25][CH:24]=[CH:23][CH:22]=3)=[S:17])=[C:11]([F:28])[CH:10]=2)[CH:5]=[CH:4][N:3]=1.C(N(CC)CC)C.Cl[C:37](OC1C=CC=CC=1)=[O:38].[NH:46]1[CH2:51][CH2:50][O:49][CH2:48][CH2:47]1. (2) Given the product [Cl:9][C:10]1[C:11]([F:35])=[N:12][C:13]([NH:1][CH2:2][CH2:3][CH2:4][S:5]([OH:8])(=[O:7])=[O:6])=[C:14]([Cl:28])[C:15]=1[O:16][C:17]1[CH:22]=[CH:21][C:20]([OH:23])=[C:19]([CH:25]([CH3:27])[CH3:26])[CH:18]=1, predict the reactants needed to synthesize it. The reactants are: [NH2:1][CH2:2][CH2:3][CH2:4][S:5]([OH:8])(=[O:7])=[O:6].[Cl:9][C:10]1[C:11]([F:35])=[N:12][C:13](NCC(OC)=O)=[C:14]([Cl:28])[C:15]=1[O:16][C:17]1[CH:22]=[CH:21][C:20]([O:23]C)=[C:19]([CH:25]([CH3:27])[CH3:26])[CH:18]=1. (3) Given the product [NH2:34][C:2]1[N:7]=[N:6][C:5]([S:8]([N:11]2[CH2:16][CH2:15][N:14]([C:17]3[CH:22]=[CH:21][C:20]([C:23]([OH:32])([C:28]([F:31])([F:30])[F:29])[C:24]([F:27])([F:26])[F:25])=[CH:19][CH:18]=3)[CH2:13][CH2:12]2)(=[O:10])=[O:9])=[CH:4][CH:3]=1, predict the reactants needed to synthesize it. The reactants are: Cl[C:2]1[N:7]=[N:6][C:5]([S:8]([N:11]2[CH2:16][CH2:15][N:14]([C:17]3[CH:22]=[CH:21][C:20]([C:23]([OH:32])([C:28]([F:31])([F:30])[F:29])[C:24]([F:27])([F:26])[F:25])=[CH:19][CH:18]=3)[CH2:13][CH2:12]2)(=[O:10])=[O:9])=[CH:4][CH:3]=1.[OH-].[NH4+:34]. (4) Given the product [NH2:9][C:6]1[CH:7]=[CH:8][C:3]([N:2]([CH3:10])[CH3:1])=[CH:4][C:5]=1[S:13]([OH:16])(=[O:15])=[S:14], predict the reactants needed to synthesize it. The reactants are: [CH3:1][N:2]([CH3:10])[C:3]1[CH:8]=[CH:7][C:6]([NH2:9])=[CH:5][CH:4]=1.CO.[S:13]([O-])([O-:16])(=[O:15])=[S:14].[Na+].[Na+].S(OOS([O-])(=O)=O)([O-])(=O)=O.[Na+].[Na+]. (5) Given the product [C:1]([OH:4])(=[O:3])[CH3:2].[C:5]([OH:8])(=[O:7])[CH3:6].[CH3:48][N:45]1[CH2:44][CH2:43][N:42]([C@@H:39]2[CH2:40][CH2:41][C@H:36]([N:16]3[C:12]4=[N:13][CH:14]=[N:15][C:10]([NH2:9])=[C:11]4[C:18]([C:19]4[CH:20]=[CH:21][C:22]([NH:25][CH2:26][CH2:27][CH2:28][C:29]5[CH:34]=[CH:33][CH:32]=[CH:31][CH:30]=5)=[CH:23][CH:24]=4)=[N:17]3)[CH2:37][CH2:38]2)[CH2:47][CH2:46]1, predict the reactants needed to synthesize it. The reactants are: [C:1]([OH:4])(=[O:3])[CH3:2].[C:5]([OH:8])(=[O:7])[CH3:6].[NH2:9][C:10]1[N:15]=[CH:14][N:13]=[C:12]2[N:16]([C@H:36]3[CH2:41][CH2:40][C@@H:39]([N:42]4[CH2:47][CH2:46][N:45]([CH3:48])[CH2:44][CH2:43]4)[CH2:38][CH2:37]3)[N:17]=[C:18]([C:19]3[CH:24]=[CH:23][C:22]([NH:25][C:26](=O)[CH2:27][CH2:28][C:29]4[CH:34]=[CH:33][CH:32]=[CH:31][CH:30]=4)=[CH:21][CH:20]=3)[C:11]=12.[H-].[Al+3].[Li+].[H-].[H-].[H-]. (6) Given the product [Br-:15].[N+:1]([C:4]1[CH:5]=[CH:6][C:7]([N+:10]2[CH:14]=[CH:13][N:12]([CH2:29][CH2:28][CH2:27][CH2:26][CH2:25][CH2:24][CH2:23][CH2:22][CH2:21][CH2:20][CH2:19][CH2:18][CH2:17][CH3:16])[CH:11]=2)=[CH:8][CH:9]=1)([O-:3])=[O:2], predict the reactants needed to synthesize it. The reactants are: [N+:1]([C:4]1[CH:9]=[CH:8][C:7]([N:10]2[CH:14]=[CH:13][N:12]=[CH:11]2)=[CH:6][CH:5]=1)([O-:3])=[O:2].[Br:15][CH2:16][CH2:17][CH2:18][CH2:19][CH2:20][CH2:21][CH2:22][CH2:23][CH2:24][CH2:25][CH2:26][CH2:27][CH2:28][CH3:29]. (7) Given the product [Br:1][C:2]1[C:7](=[O:8])[N:6]2[CH:9]=[CH:10][CH:11]=[CH:12][C:5]2=[N:4][C:3]=1/[CH:13]=[CH:21]/[C:20]1[CH:23]=[CH:24][CH:25]=[C:26]([O:27][CH3:28])[C:19]=1[O:18][CH2:17][CH2:16][N:15]([CH3:29])[CH3:14], predict the reactants needed to synthesize it. The reactants are: [Br:1][C:2]1[C:7](=[O:8])[N:6]2[CH:9]=[CH:10][CH:11]=[CH:12][C:5]2=[N:4][C:3]=1[CH3:13].[CH3:14][N:15]([CH3:29])[CH2:16][CH2:17][O:18][C:19]1[C:26]([O:27][CH3:28])=[CH:25][CH:24]=[CH:23][C:20]=1[CH:21]=O.[O-]CC.[Na+].